From a dataset of Catalyst prediction with 721,799 reactions and 888 catalyst types from USPTO. Predict which catalyst facilitates the given reaction. (1) Reactant: COB(OC)OC.CSC.B.[Cl:12][C:13]1[CH:18]=[CH:17][C:16]([CH:19]2[CH2:25][CH:24]3[N:26]([C:27]([O:29][CH2:30][CH3:31])=[O:28])[CH:21]([CH2:22][CH2:23]3)[CH2:20]2)=[C:15]([C:32](=[O:35])[CH2:33][CH3:34])[CH:14]=1.Cl. Product: [Cl:12][C:13]1[CH:18]=[CH:17][C:16]([CH:19]2[CH2:25][CH:24]3[N:26]([C:27]([O:29][CH2:30][CH3:31])=[O:28])[CH:21]([CH2:22][CH2:23]3)[CH2:20]2)=[C:15]([CH:32]([OH:35])[CH2:33][CH3:34])[CH:14]=1. The catalyst class is: 765. (2) Reactant: [C:1]([O:5][C:6](=[O:29])[NH:7][C:8]1[CH:9]=[C:10]2[C:15](=[CH:16][C:17]=1[F:18])[C:14](=[O:19])[N:13]([C:20]1[CH:25]=[CH:24][C:23]([N+:26]([O-:28])=[O:27])=[CH:22][CH:21]=1)[CH:12]=[CH:11]2)([CH3:4])([CH3:3])[CH3:2].[C:30](=O)([O-])[O-].[Cs+].[Cs+].CI. Product: [C:1]([O:5][C:6](=[O:29])[N:7]([C:8]1[CH:9]=[C:10]2[C:15](=[CH:16][C:17]=1[F:18])[C:14](=[O:19])[N:13]([C:20]1[CH:25]=[CH:24][C:23]([N+:26]([O-:28])=[O:27])=[CH:22][CH:21]=1)[CH:12]=[CH:11]2)[CH3:30])([CH3:4])([CH3:2])[CH3:3]. The catalyst class is: 3.